From a dataset of Forward reaction prediction with 1.9M reactions from USPTO patents (1976-2016). Predict the product of the given reaction. (1) Given the reactants [C:1]([Br:4])(=O)[CH3:2].C[C:6]1[CH:11]=[C:10]([N+]([O-])=O)[C:9](C)=[CH:8][N+:7]=1[O-:16].[OH-].[Na+], predict the reaction product. The product is: [Br:4][C:1]1[C:11]([CH3:10])=[CH:6][N+:7]([O-:16])=[C:8]([CH3:9])[CH:2]=1. (2) Given the reactants C([N:8]1[CH:14]([CH3:15])[CH2:13][CH2:12][O:11][CH2:10][CH2:9]1)C1C=CC=CC=1.[Cl:16]C(OCCCl)=O, predict the reaction product. The product is: [ClH:16].[CH3:15][CH:14]1[CH2:13][CH2:12][O:11][CH2:10][CH2:9][NH:8]1. (3) Given the reactants C([O-])([O-])=O.[Na+].[Na+].Br[C:8]1[CH:9]=[C:10]2[C:14](=[CH:15][CH:16]=1)[NH:13][CH:12]=[CH:11]2.[Cl:17][C:18]1[CH:19]=[C:20](B(O)O)[CH:21]=[CH:22][CH:23]=1.CCO.O, predict the reaction product. The product is: [Cl:17][C:18]1[CH:23]=[C:22]([C:8]2[CH:9]=[C:10]3[C:14](=[CH:15][CH:16]=2)[NH:13][CH:12]=[CH:11]3)[CH:21]=[CH:20][CH:19]=1. (4) Given the reactants [CH3:1][O:2][C:3]([C@@H:5]1[CH2:10][S:9][CH2:8][CH2:7][NH:6]1)=[O:4].[ClH:11], predict the reaction product. The product is: [ClH:11].[CH3:1][O:2][C:3]([C@@H:5]1[CH2:10][S:9][CH2:8][CH2:7][NH:6]1)=[O:4]. (5) Given the reactants [F:1][C:2]([F:27])([F:26])[CH2:3][O:4][C:5]1[CH:6]=[C:7]([C:15]2[NH:20][C:19](=O)[N:18]=[C:17]([C:22]([F:25])([F:24])[F:23])[CH:16]=2)[CH:8]=[CH:9][C:10]=1[C:11]([F:14])([F:13])[F:12].O=P(Cl)(Cl)[Cl:30], predict the reaction product. The product is: [Cl:30][C:19]1[N:20]=[C:15]([C:7]2[CH:8]=[CH:9][C:10]([C:11]([F:14])([F:13])[F:12])=[C:5]([O:4][CH2:3][C:2]([F:27])([F:26])[F:1])[CH:6]=2)[CH:16]=[C:17]([C:22]([F:25])([F:24])[F:23])[N:18]=1.